This data is from Reaction yield outcomes from USPTO patents with 853,638 reactions. The task is: Predict the reaction yield, written as a fraction of the theoretical maximum amount of product (1.0 means a 100% yield; for example, 0.34 means a 34% yield). (1) The reactants are [O:1]1[C:5]2[CH:6]=[CH:7][CH:8]=[CH:9][C:4]=2[CH:3]=[C:2]1[C:10]([OH:12])=O.[CH3:13][NH:14][C:15]1[S:16][CH:17]=[CH:18][N:19]=1.CN(C(ON1N=NC2C=CC=NC1=2)=[N+](C)C)C.F[P-](F)(F)(F)(F)F.CCN(C(C)C)C(C)C. The catalyst is CN(C=O)C.CCOC(C)=O.Cl. The product is [CH3:13][N:14]([C:15]1[S:16][CH:17]=[CH:18][N:19]=1)[C:10]([C:2]1[O:1][C:5]2[CH:6]=[CH:7][CH:8]=[CH:9][C:4]=2[CH:3]=1)=[O:12]. The yield is 0.820. (2) The reactants are [Cl:1][C:2]1[N:3]([S:15]([C:18]2[CH:23]=[CH:22][CH:21]=[CH:20][CH:19]=2)(=[O:17])=[O:16])[C:4]([C:9]2[CH:14]=[CH:13][CH:12]=[CH:11][CH:10]=2)=[CH:5][C:6]=1[CH:7]=O.CO.[CH3:26][NH2:27].[BH4-].[Na+].Cl.C(=O)([O-])O.[Na+]. The catalyst is CO. The product is [ClH:1].[Cl:1][C:2]1[N:3]([S:15]([C:18]2[CH:23]=[CH:22][CH:21]=[CH:20][CH:19]=2)(=[O:17])=[O:16])[C:4]([C:9]2[CH:14]=[CH:13][CH:12]=[CH:11][CH:10]=2)=[CH:5][C:6]=1[CH2:7][NH:27][CH3:26]. The yield is 0.610. (3) The reactants are C(OC([NH:8][C@H:9]([C:11]([NH:13][CH:14]1[N:20]=[C:19]([C:21]2[CH:26]=[CH:25][CH:24]=[CH:23][CH:22]=2)[C:18]2[CH:27]=[CH:28][CH:29]=[CH:30][C:17]=2[N:16]([CH2:31][C:32](=[O:39])[C:33]2[CH:38]=[CH:37][CH:36]=[CH:35][CH:34]=2)[C:15]1=[O:40])=[O:12])[CH3:10])=O)(C)(C)C.C(O)(C(F)(F)F)=O.C(Cl)Cl. No catalyst specified. The product is [NH2:8][C@H:9]([C:11]([NH:13][CH:14]1[N:20]=[C:19]([C:21]2[CH:26]=[CH:25][CH:24]=[CH:23][CH:22]=2)[C:18]2[CH:27]=[CH:28][CH:29]=[CH:30][C:17]=2[N:16]([CH2:31][C:32](=[O:39])[C:33]2[CH:38]=[CH:37][CH:36]=[CH:35][CH:34]=2)[C:15]1=[O:40])=[O:12])[CH3:10]. The yield is 0.940.